Dataset: Peptide-MHC class I binding affinity with 185,985 pairs from IEDB/IMGT. Task: Regression. Given a peptide amino acid sequence and an MHC pseudo amino acid sequence, predict their binding affinity value. This is MHC class I binding data. (1) The peptide sequence is EEFRQYTAF. The MHC is Mamu-B01 with pseudo-sequence Mamu-B01. The binding affinity (normalized) is 0. (2) The peptide sequence is RPFLCCKCCY. The MHC is HLA-B51:01 with pseudo-sequence HLA-B51:01. The binding affinity (normalized) is 0.152. (3) The peptide sequence is QHPELTGL. The MHC is Mamu-A01 with pseudo-sequence Mamu-A01. The binding affinity (normalized) is 0. (4) The peptide sequence is QQYHRFGLY. The MHC is HLA-A26:02 with pseudo-sequence HLA-A26:02. The binding affinity (normalized) is 0.834. (5) The peptide sequence is YTVKYPNH. The MHC is H-2-Db with pseudo-sequence H-2-Db. The binding affinity (normalized) is 0.